From a dataset of Catalyst prediction with 721,799 reactions and 888 catalyst types from USPTO. Predict which catalyst facilitates the given reaction. (1) Reactant: O[CH2:2][C:3]1[CH:8]=[CH:7][C:6]([N:9]2[C:14](=[O:15])[CH:13]=[CH:12][C:11]3[C:16]([C:24]4[CH:29]=[CH:28][CH:27]=[CH:26][CH:25]=4)=[C:17]([C:19]([O:21][CH2:22][CH3:23])=[O:20])[S:18][C:10]2=3)=[CH:5][CH:4]=1.[H-].[Na+].S(Cl)([Cl:34])=O.C([O-])(O)=O.[Na+]. Product: [Cl:34][CH2:2][C:3]1[CH:8]=[CH:7][C:6]([N:9]2[C:14](=[O:15])[CH:13]=[CH:12][C:11]3[C:16]([C:24]4[CH:29]=[CH:28][CH:27]=[CH:26][CH:25]=4)=[C:17]([C:19]([O:21][CH2:22][CH3:23])=[O:20])[S:18][C:10]2=3)=[CH:5][CH:4]=1. The catalyst class is: 118. (2) Reactant: Br[C:2]1[C:3]([NH2:14])=[CH:4][C:5]([N:8]2[CH2:13][CH2:12][O:11][CH2:10][CH2:9]2)=[N:6][CH:7]=1.[C:15]([C:17]1[CH:22]=[CH:21][C:20](B(O)O)=[CH:19][C:18]=1[O:26][CH3:27])#[N:16].C(=O)([O-])[O-].[Na+].[Na+]. Product: [NH2:14][C:3]1[CH:4]=[C:5]([N:8]2[CH2:13][CH2:12][O:11][CH2:10][CH2:9]2)[N:6]=[CH:7][C:2]=1[C:20]1[CH:21]=[CH:22][C:17]([C:15]#[N:16])=[C:18]([O:26][CH3:27])[CH:19]=1. The catalyst class is: 551. (3) Reactant: Br[CH2:2][CH2:3][O:4][C:5]1[CH:6]=[CH:7][C:8]([C:21]2[NH:30][C:29](=[O:31])[C:28]3[C:23](=[CH:24][CH:25]=[CH:26][C:27]=3[O:32][CH3:33])[N:22]=2)=[N:9][C:10]=1[C:11]1[CH:16]=[CH:15][C:14]([S:17]([CH3:20])(=[O:19])=[O:18])=[CH:13][CH:12]=1.[CH:34]([NH2:37])([CH3:36])[CH3:35]. Product: [CH:34]([NH:37][CH2:2][CH2:3][O:4][C:5]1[CH:6]=[CH:7][C:8]([C:21]2[NH:30][C:29](=[O:31])[C:28]3[C:23](=[CH:24][CH:25]=[CH:26][C:27]=3[O:32][CH3:33])[N:22]=2)=[N:9][C:10]=1[C:11]1[CH:16]=[CH:15][C:14]([S:17]([CH3:20])(=[O:19])=[O:18])=[CH:13][CH:12]=1)([CH3:36])[CH3:35]. The catalyst class is: 16.